This data is from Full USPTO retrosynthesis dataset with 1.9M reactions from patents (1976-2016). The task is: Predict the reactants needed to synthesize the given product. (1) Given the product [CH2:14]([C:2]1[N:3]=[N+:4]([O-:13])[C:5]2[CH:11]=[CH:10][C:9]([CH3:12])=[CH:8][C:6]=2[N:7]=1)[CH3:15], predict the reactants needed to synthesize it. The reactants are: Cl[C:2]1[N:3]=[N+:4]([O-:13])[C:5]2[CH:11]=[CH:10][C:9]([CH3:12])=[CH:8][C:6]=2[N:7]=1.[CH3:14][CH2:15]OC(C)=O.C(Cl)Cl. (2) Given the product [CH3:1][O:2][C:3]([C:5]1[S:6][C:7]([S:22][CH3:23])=[C:8]([S:10]([C:13]2[CH:18]=[C:17]([Br:19])[C:16]3[N:20]=[CH:24][NH:21][C:15]=3[CH:14]=2)(=[O:12])=[O:11])[CH:9]=1)=[O:4], predict the reactants needed to synthesize it. The reactants are: [CH3:1][O:2][C:3]([C:5]1[S:6][C:7]([S:22][CH3:23])=[C:8]([S:10]([C:13]2[CH:18]=[C:17]([Br:19])[C:16]([NH2:20])=[C:15]([NH2:21])[CH:14]=2)(=[O:12])=[O:11])[CH:9]=1)=[O:4].[C:24]([O-])(O)=O.[Na+]. (3) Given the product [CH3:29][O:28][C:22]1[CH:27]=[C:26]([C:3]23[CH2:2][C:1]4[CH:8]=[CH:21][CH:20]=[CH:19][C:18]=4[CH2:17][C:4]2([CH3:33])[CH2:5][N:6]([CH3:10])[CH2:7][CH2:9]3)[CH:25]=[CH:24][CH:23]=1, predict the reactants needed to synthesize it. The reactants are: [CH2:1]1[CH2:8][CH:7]2[CH2:9][CH:3]([CH2:4][CH2:5][N:6]2[C:10]2C=CC=CC=2)[CH2:2]1.N1[CH:21]=[CH:20][CH2:19][CH2:18][CH2:17]1.[C:22]1([O:28][C:29](Cl)=O)[CH:27]=[CH:26][CH:25]=[CH:24][CH:23]=1.N[C:33](OCC)=O.[OH-].[K+].Br. (4) Given the product [F:1][C:2]([F:7])([F:6])[C:3]([O-:5])=[O:4].[F:1][C:2]([F:7])([F:6])[C:3]([O-:5])=[O:4].[C:8]([C:10]1[C:15]2=[CH:14][C:13]([C:16]([C:23]3[CH:28]=[CH:27][C:26]([F:29])=[CH:25][CH:24]=3)([C:17]3[NH+:18]([CH3:22])[CH:19]=[N:20][CH:21]=3)[NH2+:30][CH2:31][CH2:32][CH2:33][NH:34][S:35](=[O:37])(=[O:36])[C:38]3[CH:39]=[C:40]([O:44]2)[CH:41]=[CH:42][CH:43]=3)=[CH:12][CH:11]=1)#[N:9], predict the reactants needed to synthesize it. The reactants are: [F:1][C:2]([F:7])([F:6])[C:3]([OH:5])=[O:4].[C:8]([C:10]1[CH:15]=[CH:14][C:13]([C:16]([NH:30][CH2:31][CH2:32][CH2:33][NH:34][S:35]([C:38]2[CH:43]=[CH:42][CH:41]=[C:40]([OH:44])[CH:39]=2)(=[O:37])=[O:36])([C:23]2[CH:28]=[CH:27][C:26]([F:29])=[CH:25][CH:24]=2)[C:17]2[N:18]([CH3:22])[CH:19]=[N:20][CH:21]=2)=[CH:12][C:11]=1F)#[N:9].C([O-])([O-])=O.[Cs+].[Cs+]. (5) Given the product [Cl:1][C:2]1[C:3]([CH:9]=[O:10])=[N:4][CH:5]=[C:6]([O:12][CH3:11])[N:7]=1, predict the reactants needed to synthesize it. The reactants are: [Cl:1][C:2]1[C:3]([CH:9]=[O:10])=[N:4][CH:5]=[C:6](Cl)[N:7]=1.[CH3:11][O-:12].[Na+]. (6) Given the product [CH3:62][C:61]([CH3:64])([CH3:63])[C:60]([N:51]1[CH:52]=[C:53]([CH3:54])[C:49]([C:46]2[CH:47]=[C:48]3[C:43](=[CH:44][CH:45]=2)[N:42]([CH3:55])[C:41]2[N:56]([CH3:59])[C:57](=[O:58])[C:38]([C:35]4[CH:36]=[CH:37][C:32]([F:31])=[CH:33][CH:34]=4)=[CH:39][C:40]3=2)=[N:50]1)=[O:65], predict the reactants needed to synthesize it. The reactants are: ClC1C=C(Cl)C=CC=1C1C(=O)N(C)C2N(C)C3C(C=2C=1)=CC(C1C(C)=CNN=1)=CC=3.[F:31][C:32]1[CH:37]=[CH:36][C:35]([C:38]2[C:57](=[O:58])[N:56]([CH3:59])[C:41]3[N:42]([CH3:55])[C:43]4[C:48]([C:40]=3[CH:39]=2)=[CH:47][C:46]([C:49]2[NH:50][N:51]=[CH:52][C:53]=2[CH3:54])=[CH:45][CH:44]=4)=[CH:34][CH:33]=1.[C:60](Cl)(=[O:65])[C:61]([CH3:64])([CH3:63])[CH3:62].